Dataset: Catalyst prediction with 721,799 reactions and 888 catalyst types from USPTO. Task: Predict which catalyst facilitates the given reaction. (1) Reactant: C(=O)(O)[O-].[Na+].Cl[C:7]([O:9][CH2:10][C:11]1[CH:16]=[CH:15][CH:14]=[CH:13][CH:12]=1)=[O:8].[NH2:17][C:18]1[C:19](=[O:24])[NH:20][CH:21]=[CH:22][CH:23]=1. Product: [O:24]=[C:19]1[C:18]([NH:17][C:7](=[O:8])[O:9][CH2:10][C:11]2[CH:16]=[CH:15][CH:14]=[CH:13][CH:12]=2)=[CH:23][CH:22]=[CH:21][NH:20]1. The catalyst class is: 7. (2) Reactant: [NH2:1][C:2]1[C:11]2[C:6](=[CH:7][CH:8]=[CH:9][CH:10]=2)[CH:5]=[CH:4][C:3]=1[C:12]([OH:21])([C:17]([F:20])([F:19])[F:18])[C:13]([F:16])([F:15])[F:14].[Cl:22][C:23]1[CH:28]=[CH:27][C:26]([N:29]=[C:30]=[O:31])=[CH:25][CH:24]=1. Product: [Cl:22][C:23]1[CH:28]=[CH:27][C:26]([NH:29][C:30]([NH:1][C:2]2[C:11]3[C:6](=[CH:7][CH:8]=[CH:9][CH:10]=3)[CH:5]=[CH:4][C:3]=2[C:12]([OH:21])([C:13]([F:14])([F:15])[F:16])[C:17]([F:18])([F:19])[F:20])=[O:31])=[CH:25][CH:24]=1. The catalyst class is: 27. (3) Reactant: C([O:4][CH2:5][C:6]1[CH:11]=[CH:10][C:9]([CH:12]2[S:16](=[O:18])(=[O:17])[N:15]([O:19][CH2:20][CH2:21][Si:22]([CH3:25])([CH3:24])[CH3:23])[C:14](=[O:26])[CH:13]2[CH3:27])=[C:8]([Br:28])[CH:7]=1)(=O)C.C(Cl)(=O)C. Product: [Br:28][C:8]1[CH:7]=[C:6]([CH2:5][OH:4])[CH:11]=[CH:10][C:9]=1[CH:12]1[S:16](=[O:18])(=[O:17])[N:15]([O:19][CH2:20][CH2:21][Si:22]([CH3:24])([CH3:23])[CH3:25])[C:14](=[O:26])[CH:13]1[CH3:27]. The catalyst class is: 382. (4) Reactant: [Cl:1][C:2]1[C:10]([CH3:11])=[N:9][C:8]2[N:4]([N:5]=[C:6]3[CH2:14][N:13]([C:15]([C:17]4[CH:22]=[CH:21][C:20]([F:23])=[CH:19][C:18]=4[O:24][CH:25]4[CH2:30][CH2:29][NH:28][CH2:27][CH2:26]4)=[O:16])[CH2:12][C:7]3=2)[C:3]=1[CH3:31].[O:32]1[CH2:35][C:34](=O)[CH2:33]1.C(O[BH-](OC(=O)C)OC(=O)C)(=O)C.[Na+]. Product: [Cl:1][C:2]1[C:10]([CH3:11])=[N:9][C:8]2[N:4]([N:5]=[C:6]3[CH2:14][N:13]([C:15]([C:17]4[CH:22]=[CH:21][C:20]([F:23])=[CH:19][C:18]=4[O:24][CH:25]4[CH2:30][CH2:29][N:28]([CH:34]5[CH2:35][O:32][CH2:33]5)[CH2:27][CH2:26]4)=[O:16])[CH2:12][C:7]3=2)[C:3]=1[CH3:31]. The catalyst class is: 279.